Dataset: NCI-60 drug combinations with 297,098 pairs across 59 cell lines. Task: Regression. Given two drug SMILES strings and cell line genomic features, predict the synergy score measuring deviation from expected non-interaction effect. (1) Drug 1: CCC1=CC2CC(C3=C(CN(C2)C1)C4=CC=CC=C4N3)(C5=C(C=C6C(=C5)C78CCN9C7C(C=CC9)(C(C(C8N6C)(C(=O)OC)O)OC(=O)C)CC)OC)C(=O)OC.C(C(C(=O)O)O)(C(=O)O)O. Drug 2: C1CN(P(=O)(OC1)NCCCl)CCCl. Cell line: HT29. Synergy scores: CSS=58.3, Synergy_ZIP=2.61, Synergy_Bliss=4.73, Synergy_Loewe=-62.4, Synergy_HSA=4.03. (2) Cell line: OVCAR-5. Synergy scores: CSS=44.2, Synergy_ZIP=1.89, Synergy_Bliss=-1.36, Synergy_Loewe=-11.0, Synergy_HSA=-1.47. Drug 1: C1=NC2=C(N=C(N=C2N1C3C(C(C(O3)CO)O)O)F)N. Drug 2: C#CCC(CC1=CN=C2C(=N1)C(=NC(=N2)N)N)C3=CC=C(C=C3)C(=O)NC(CCC(=O)O)C(=O)O.